This data is from Reaction yield outcomes from USPTO patents with 853,638 reactions. The task is: Predict the reaction yield, written as a fraction of the theoretical maximum amount of product (1.0 means a 100% yield; for example, 0.34 means a 34% yield). (1) The catalyst is CC#N.C(Cl)Cl. The product is [O:1]1[C:2]2[CH:9]=[CH:8][CH:7]=[CH:6][C:3]=2[CH:4]=[C:17]1[C:18](=[O:20])[CH3:19]. The reactants are [OH:1][C:2]1[CH:9]=[CH:8][CH:7]=[CH:6][C:3]=1[CH:4]=O.C([O-])([O-])=O.[K+].[K+].Cl[CH2:17][C:18](=[O:20])[CH3:19]. The yield is 0.390. (2) The reactants are [Cl:1][C:2]1[CH:18]=[CH:17][C:5]([CH2:6][NH:7][C:8]2[CH:9]=[N:10][CH:11]=[CH:12][C:13]=2[C:14]([OH:16])=[O:15])=[C:4]([CH:19]2[CH2:21][CH2:20]2)[CH:3]=1.S(Cl)(Cl)=O.[CH3:26]O. No catalyst specified. The product is [Cl:1][C:2]1[CH:18]=[CH:17][C:5]([CH2:6][NH:7][C:8]2[CH:9]=[N:10][CH:11]=[CH:12][C:13]=2[C:14]([O:16][CH3:26])=[O:15])=[C:4]([CH:19]2[CH2:21][CH2:20]2)[CH:3]=1. The yield is 0.310. (3) The reactants are [O:1]=[C:2]1[C:10]2([CH2:14][O:13][C:12]3[CH:15]=[C:16]4[C:20](=[CH:21][C:11]2=3)[CH2:19][CH2:18][O:17]4)[C:9]2[C:4](=[CH:5][CH:6]=[CH:7][CH:8]=2)[N:3]1[CH2:22][C:23]1[CH:24]=[C:25]([CH:30]=[CH:31][CH:32]=1)[C:26]([O:28]C)=[O:27].O.[OH-].[Li+]. The catalyst is O1CCCC1.O. The product is [O:1]=[C:2]1[C:10]2([CH2:14][O:13][C:12]3[CH:15]=[C:16]4[C:20](=[CH:21][C:11]2=3)[CH2:19][CH2:18][O:17]4)[C:9]2[C:4](=[CH:5][CH:6]=[CH:7][CH:8]=2)[N:3]1[CH2:22][C:23]1[CH:24]=[C:25]([CH:30]=[CH:31][CH:32]=1)[C:26]([OH:28])=[O:27]. The yield is 0.810. (4) The reactants are C(O[C:4](=O)[NH:5][CH:6]1[CH2:11][CH2:10][CH2:9][CH2:8][CH:7]1[OH:12])C.[H-].[H-].[H-].[H-].[Li+].[Al+3]. The catalyst is C1COCC1. The product is [CH3:4][NH:5][CH:6]1[CH2:11][CH2:10][CH2:9][CH2:8][CH:7]1[OH:12]. The yield is 0.840. (5) The yield is 0.780. The reactants are [F:1][CH:2]([F:10])[C:3]1[C:4]([CH3:9])=[N:5][CH:6]=[CH:7][CH:8]=1.ClC1C=CC=C(C(OO)=[O:19])C=1. The catalyst is ClCCl.[OH-].[Na+]. The product is [F:1][CH:2]([F:10])[C:3]1[C:4]([CH3:9])=[N+:5]([O-:19])[CH:6]=[CH:7][CH:8]=1.